This data is from Forward reaction prediction with 1.9M reactions from USPTO patents (1976-2016). The task is: Predict the product of the given reaction. Given the reactants [CH2:1]([O:8][N:9]1[C:15](=[O:16])[N:14]2[CH2:17][C@H:10]1[CH2:11][CH2:12][C@H:13]2[C:18]([OH:20])=[O:19])[C:2]1[CH:7]=[CH:6][CH:5]=[CH:4][CH:3]=1.C(=O)([O-])O.[Na+].[CH2:26](Br)[CH:27]=[CH2:28].C(OCC)(=O)C, predict the reaction product. The product is: [CH2:1]([O:8][N:9]1[C:15](=[O:16])[N:14]2[CH2:17][C@H:10]1[CH2:11][CH2:12][C@H:13]2[C:18]([O:20][CH2:28][CH:27]=[CH2:26])=[O:19])[C:2]1[CH:7]=[CH:6][CH:5]=[CH:4][CH:3]=1.